From a dataset of Forward reaction prediction with 1.9M reactions from USPTO patents (1976-2016). Predict the product of the given reaction. The product is: [CH2:1]([O:3][C:4](=[O:26])[C@@H:5]([O:24][CH3:25])[CH2:6][C:7]1[CH:12]=[CH:11][C:10]([O:13][C:14]([C:17]([OH:19])=[O:18])([CH3:15])[CH3:16])=[CH:9][CH:8]=1)[CH3:2]. Given the reactants [CH2:1]([O:3][C:4](=[O:26])[C@@H:5]([O:24][CH3:25])[CH2:6][C:7]1[CH:12]=[CH:11][C:10]([O:13][C:14]([C:17]([O:19]C(C)(C)C)=[O:18])([CH3:16])[CH3:15])=[CH:9][CH:8]=1)[CH3:2].C(OC(=O)[C@@H](OC)CC1C=CC(OCC(O)=O)=CC=1)C, predict the reaction product.